This data is from Full USPTO retrosynthesis dataset with 1.9M reactions from patents (1976-2016). The task is: Predict the reactants needed to synthesize the given product. (1) Given the product [F:16][C:17]1[C:18]([CH2:23][CH2:24][OH:25])=[CH:19][CH:20]=[CH:21][C:22]=1[CH:29]=[O:30], predict the reactants needed to synthesize it. The reactants are: CC1(C)CCCC(C)(C)N1.C([Li])CCC.[F:16][C:17]1[CH:22]=[CH:21][CH:20]=[CH:19][C:18]=1[CH2:23][CH2:24][OH:25].CN([CH:29]=[O:30])C. (2) Given the product [N:8]1([CH2:13][C:14]2([C:45]3[CH:50]=[CH:49][C:48]([F:51])=[CH:47][C:46]=3[F:52])[O:18][CH2:17][CH:16]([S:19][CH2:20][C:21]3[CH:26]=[CH:25][C:24]([N:27]4[CH2:28][CH2:29][N:30]([C:33]5[CH:34]=[CH:35][C:36]([N:39]6[C:43](=[O:44])[N:42]([CH:2]([CH2:4][CH3:5])[CH3:3])[N:41]=[CH:40]6)=[CH:37][CH:38]=5)[CH2:31][CH2:32]4)=[CH:23][CH:22]=3)[CH2:15]2)[CH:12]=[N:11][CH:10]=[N:9]1, predict the reactants needed to synthesize it. The reactants are: Br[CH:2]([CH2:4][CH3:5])[CH3:3].[OH-].[K+].[N:8]1([CH2:13][C:14]2([C:45]3[CH:50]=[CH:49][C:48]([F:51])=[CH:47][C:46]=3[F:52])[O:18][CH2:17][CH:16]([S:19][CH2:20][C:21]3[CH:26]=[CH:25][C:24]([N:27]4[CH2:32][CH2:31][N:30]([C:33]5[CH:38]=[CH:37][C:36]([N:39]6[C:43](=[O:44])[NH:42][N:41]=[CH:40]6)=[CH:35][CH:34]=5)[CH2:29][CH2:28]4)=[CH:23][CH:22]=3)[CH2:15]2)[CH:12]=[N:11][CH:10]=[N:9]1. (3) Given the product [CH:28]1([CH2:31][C:32]2[CH:33]=[C:34]([CH3:42])[C:35]([NH:39][C:40]([NH:1][C:2]3[CH:7]=[C:6]([O:8][CH2:9][CH2:10][O:11][CH3:12])[CH:5]=[CH:4][C:3]=3[C:13]([NH:15][C@H:16]([C:24]([O:26][CH3:27])=[O:25])[C@@H:17]([CH3:23])[O:18][C:19]([CH3:21])([CH3:22])[CH3:20])=[O:14])=[O:41])=[C:36]([CH3:38])[CH:37]=2)[CH2:29][CH2:30]1, predict the reactants needed to synthesize it. The reactants are: [NH2:1][C:2]1[CH:7]=[C:6]([O:8][CH2:9][CH2:10][O:11][CH3:12])[CH:5]=[CH:4][C:3]=1[C:13]([NH:15][C@H:16]([C:24]([O:26][CH3:27])=[O:25])[C@@H:17]([CH3:23])[O:18][C:19]([CH3:22])([CH3:21])[CH3:20])=[O:14].[CH:28]1([CH2:31][C:32]2[CH:33]=[C:34]([CH3:42])[C:35]([N:39]=[C:40]=[O:41])=[C:36]([CH3:38])[CH:37]=2)[CH2:30][CH2:29]1.Cl.C(OCC)(=O)C. (4) The reactants are: Br[C:2]1[C:3]([N:22]2[CH2:26][CH2:25][C@@H:24]([OH:27])[CH2:23]2)=[N:4][CH:5]=[C:6]([CH:21]=1)[C:7]([NH:9][C:10]1[CH:15]=[CH:14][C:13]([O:16][C:17]([F:20])([F:19])[CH3:18])=[CH:12][CH:11]=1)=[O:8].[N:28]1[CH:33]=[C:32](B(O)O)[CH:31]=[N:30][CH:29]=1. Given the product [F:19][C:17]([F:20])([O:16][C:13]1[CH:14]=[CH:15][C:10]([NH:9][C:7](=[O:8])[C:6]2[CH:21]=[C:2]([C:32]3[CH:33]=[N:28][CH:29]=[N:30][CH:31]=3)[C:3]([N:22]3[CH2:26][CH2:25][C@@H:24]([OH:27])[CH2:23]3)=[N:4][CH:5]=2)=[CH:11][CH:12]=1)[CH3:18], predict the reactants needed to synthesize it. (5) Given the product [CH3:1][C:2]([CH2:14][CH2:15][CH2:16][CH:17]([CH3:24])[CH2:18][CH2:19][CH2:20][CH:21]([CH3:23])[CH3:22])=[CH:3][CH2:4][CH2:5][C:6]([O:8][CH2:9][CH:10]([CH2:12][OH:13])[OH:11])=[O:7].[OH2:7], predict the reactants needed to synthesize it. The reactants are: [CH3:1][C:2]([CH2:14][CH2:15][CH2:16][CH:17]([CH3:24])[CH2:18][CH2:19][CH2:20][CH:21]([CH3:23])[CH3:22])=[CH:3][CH2:4][CH2:5][C:6]([O:8][CH2:9][CH:10]([CH2:12][OH:13])[OH:11])=[O:7]. (6) Given the product [C:33]([C:20]1([C:23]2[CH:24]=[CH:25][C:26]([CH2:29][OH:30])=[CH:27][CH:28]=2)[CH2:21][CH2:22][N:17]([C:15]([O:14][C:10]([CH3:13])([CH3:12])[CH3:11])=[O:16])[CH2:18][CH2:19]1)#[N:34], predict the reactants needed to synthesize it. The reactants are: CC(C[AlH]CC(C)C)C.[C:10]([O:14][C:15]([N:17]1[CH2:22][CH2:21][C:20]([C:33]#[N:34])([C:23]2[CH:28]=[CH:27][C:26]([C:29](OC)=[O:30])=[CH:25][CH:24]=2)[CH2:19][CH2:18]1)=[O:16])([CH3:13])([CH3:12])[CH3:11]. (7) The reactants are: [OH:1][C:2]1[CH:9]=[C:8]([OH:10])[CH:7]=[CH:6][C:3]=1[C:4]#[N:5].C([Mg]Cl)(C)C.[CH3:16][O:17][C:18]1[CH:35]=[CH:34][C:21]([CH2:22][N:23]2[C:31]3[C:26](=[CH:27][CH:28]=[CH:29][CH:30]=3)[C:25](=[O:32])[C:24]2=[O:33])=[CH:20][CH:19]=1.Cl. Given the product [OH:1][C:2]1[CH:9]=[C:8]([OH:10])[C:7]([C:25]2([OH:32])[C:26]3[C:31](=[CH:30][CH:29]=[CH:28][CH:27]=3)[N:23]([CH2:22][C:21]3[CH:34]=[CH:35][C:18]([O:17][CH3:16])=[CH:19][CH:20]=3)[C:24]2=[O:33])=[CH:6][C:3]=1[C:4]#[N:5], predict the reactants needed to synthesize it. (8) Given the product [Cl-:50].[C:1]([O:4][C@@H:5]([CH2:10][N+:11]([CH3:14])([CH3:13])[CH3:12])[CH2:6][C:7]([N:20]1[CH2:19][CH2:18][N:17]([C:23]2[CH:28]=[CH:27][C:26]([N:29]3[CH2:33][C@H:32]([CH2:34][O:35][C:36]4[CH:40]=[CH:39][O:38][N:37]=4)[O:31][C:30]3=[O:41])=[CH:25][C:24]=2[F:42])[CH2:22][CH2:21]1)=[O:9])(=[O:3])[CH3:2], predict the reactants needed to synthesize it. The reactants are: [C:1]([O:4][C@@H:5]([CH2:10][N+:11]([CH3:14])([CH3:13])[CH3:12])[CH2:6][C:7]([OH:9])=O)(=[O:3])[CH3:2].Cl.Cl.[N:17]1([C:23]2[CH:28]=[CH:27][C:26]([N:29]3[CH2:33][C@H:32]([CH2:34][O:35][C:36]4[CH:40]=[CH:39][O:38][N:37]=4)[O:31][C:30]3=[O:41])=[CH:25][C:24]=2[F:42])[CH2:22][CH2:21][NH:20][CH2:19][CH2:18]1.C(N(CC)CC)C.[Cl:50]CCl. (9) Given the product [CH3:25][N:26]1[CH2:31][CH2:30][N:29]([C:22]([C:16]2([C:13]3[CH:14]=[CH:15][C:10]([O:9][CH2:8][CH2:7][CH2:6][N:1]4[CH2:5][CH2:4][CH2:3][CH2:2]4)=[CH:11][CH:12]=3)[CH2:17][CH2:18][CH2:19][CH2:20][CH2:21]2)=[O:24])[CH2:28][CH2:27]1, predict the reactants needed to synthesize it. The reactants are: [N:1]1([CH2:6][CH2:7][CH2:8][O:9][C:10]2[CH:15]=[CH:14][C:13]([C:16]3([C:22]([OH:24])=O)[CH2:21][CH2:20][CH2:19][CH2:18][CH2:17]3)=[CH:12][CH:11]=2)[CH2:5][CH2:4][CH2:3][CH2:2]1.[CH3:25][N:26]1[CH2:31][CH2:30][NH:29][CH2:28][CH2:27]1.